From a dataset of Catalyst prediction with 721,799 reactions and 888 catalyst types from USPTO. Predict which catalyst facilitates the given reaction. (1) Reactant: [NH2:1][C:2]1[CH:7]=[CH:6][C:5]([C:8]2[C:16]3[C:15]([NH2:17])=[N:14][CH:13]=[N:12][C:11]=3[N:10]([CH:18]3[CH2:22][CH2:21][CH2:20][CH2:19]3)[CH:9]=2)=[CH:4][C:3]=1[O:23][CH3:24].Cl[C:26]([O:28][CH2:29][C:30]1[CH:35]=[CH:34][CH:33]=[CH:32][CH:31]=1)=[O:27].N1C=CC=CC=1.ClCCl. Product: [NH2:17][C:15]1[C:16]2[C:8]([C:5]3[CH:6]=[CH:7][C:2]([NH:1][C:26](=[O:27])[O:28][CH2:29][C:30]4[CH:35]=[CH:34][CH:33]=[CH:32][CH:31]=4)=[C:3]([O:23][CH3:24])[CH:4]=3)=[CH:9][N:10]([CH:18]3[CH2:22][CH2:21][CH2:20][CH2:19]3)[C:11]=2[N:12]=[CH:13][N:14]=1. The catalyst class is: 6. (2) Reactant: [C:1]([O:5][C:6]([CH2:8][NH:9][CH2:10]/[CH:11]=[CH:12]/[C:13]([O:15]C)=[O:14])=[O:7])([CH3:4])([CH3:3])[CH3:2].[OH-].[K+]. Product: [C:1]([O:5][C:6]([CH2:8][NH:9][CH2:10]/[CH:11]=[CH:12]/[C:13]([OH:15])=[O:14])=[O:7])([CH3:4])([CH3:2])[CH3:3]. The catalyst class is: 20. (3) Reactant: [CH2:1]=[C:2]([C:4]1[CH:5]=[CH:6][C:7]([NH2:10])=[N:8][CH:9]=1)[CH3:3]. Product: [CH3:1][CH:2]([C:4]1[CH:5]=[CH:6][C:7]([NH2:10])=[N:8][CH:9]=1)[CH3:3]. The catalyst class is: 19. (4) Reactant: [Br:1][C:2]1[CH:3]=[C:4]([C:9](=O)[CH2:10][C:11]2[CH:16]=[CH:15][C:14]([N:17]([CH3:19])[CH3:18])=[CH:13][CH:12]=2)[C:5](F)=[N:6][CH:7]=1.C(O)C.[NH2:24][NH2:25]. Product: [Br:1][C:2]1[CH:3]=[C:4]2[C:9]([CH2:10][C:11]3[CH:16]=[CH:15][C:14]([N:17]([CH3:19])[CH3:18])=[CH:13][CH:12]=3)=[N:25][NH:24][C:5]2=[N:6][CH:7]=1. The catalyst class is: 6. (5) The catalyst class is: 20. Reactant: [S:1]1[CH2:6][CH:5]=[C:4]([C:7]2[C:12]([F:13])=[CH:11][C:10]([NH2:14])=[CH:9][C:8]=2[F:15])[CH2:3][CH2:2]1.C(=O)(O)[O-].[Na+].[C:21](=[O:28])([O:23][CH2:24][CH:25]([CH3:27])[CH3:26])N. Product: [CH2:24]([O:23][C:21](=[O:28])[NH:14][C:10]1[CH:9]=[C:8]([F:15])[C:7]([C:4]2[CH2:5][CH2:6][S:1][CH2:2][CH:3]=2)=[C:12]([F:13])[CH:11]=1)[CH:25]([CH3:27])[CH3:26]. (6) Reactant: [F:1][C:2]1[CH:12]=[CH:11][CH:10]=[CH:9][C:3]=1[CH:4]=[CH:5][C:6]([OH:8])=O.[F:13][C:14]([F:30])([F:29])[CH:15]([NH2:28])[C:16]1[CH:21]=[CH:20][CH:19]=[C:18]([N:22]2[CH2:27][CH2:26][O:25][CH2:24][CH2:23]2)[CH:17]=1.CCN=C=NCCCN(C)C.Cl.CCN(CC)CC. Product: [F:1][C:2]1[CH:12]=[CH:11][CH:10]=[CH:9][C:3]=1[CH:4]=[CH:5][C:6]([NH:28][CH:15]([C:16]1[CH:21]=[CH:20][CH:19]=[C:18]([N:22]2[CH2:23][CH2:24][O:25][CH2:26][CH2:27]2)[CH:17]=1)[C:14]([F:13])([F:30])[F:29])=[O:8]. The catalyst class is: 79. (7) Reactant: Br[CH2:2][C:3]([N:5]1[CH:14]([C:15](OC)=[O:16])[CH2:13][C:12]2[C:7](=[CH:8][CH:9]=[C:10]([O:19][Si:20]([C:23]([CH3:26])([CH3:25])[CH3:24])([CH3:22])[CH3:21])[CH:11]=2)[C:6]1([CH3:28])[CH3:27])=[O:4].[CH2:29]([NH2:32])[CH2:30][CH3:31].C([O-])([O-])=O.[K+].[K+]. Product: [Si:20]([O:19][C:10]1[CH:9]=[CH:8][C:7]2[C:6]([CH3:27])([CH3:28])[N:5]3[C:3](=[O:4])[CH2:2][N:32]([CH2:29][CH2:30][CH3:31])[C:15](=[O:16])[CH:14]3[CH2:13][C:12]=2[CH:11]=1)([C:23]([CH3:26])([CH3:25])[CH3:24])([CH3:22])[CH3:21]. The catalyst class is: 2.